Dataset: Reaction yield outcomes from USPTO patents with 853,638 reactions. Task: Predict the reaction yield, written as a fraction of the theoretical maximum amount of product (1.0 means a 100% yield; for example, 0.34 means a 34% yield). The reactants are FC1C=C2C(C(I)=CN2S(C2C=CC=CC=2)(=O)=O)=CC=1.[F:21][C:22]1[CH:30]=[C:29]2[C:25]([C:26]([C:40]3[CH:41]=[N:42][N:43]([CH2:45][CH:46]([OH:50])[C:47]([NH2:49])=[O:48])[CH:44]=3)=[CH:27][N:28]2S(C2C=CC=CC=2)(=O)=O)=[CH:24][CH:23]=1. No catalyst specified. The product is [F:21][C:22]1[CH:30]=[C:29]2[C:25]([C:26]([C:40]3[CH:41]=[N:42][N:43]([CH2:45][CH:46]([OH:50])[C:47]([NH2:49])=[O:48])[CH:44]=3)=[CH:27][NH:28]2)=[CH:24][CH:23]=1. The yield is 0.0700.